This data is from Catalyst prediction with 721,799 reactions and 888 catalyst types from USPTO. The task is: Predict which catalyst facilitates the given reaction. (1) Product: [Cl:1][C:2]1[CH:7]=[CH:6][CH:5]=[C:4]([Cl:8])[C:3]=1[C:9]1[S:10][C:11]2[C:16]([S:17][CH3:19])=[N:15][CH:14]=[N:13][C:12]=2[N:18]=1. The catalyst class is: 8. Reactant: [Cl:1][C:2]1[CH:7]=[CH:6][CH:5]=[C:4]([Cl:8])[C:3]=1[C:9]1[S:10][C:11]2[C:16]([SH:17])=[N:15][CH:14]=[N:13][C:12]=2[N:18]=1.[CH2:19](N(CC)CC)C.CI. (2) Reactant: Br[C:2]1[CH:7]=[CH:6][C:5]([O:8][CH:9]([F:11])[F:10])=[CH:4][CH:3]=1.C([O-])(=O)C.[K+].[CH3:17][C:18]1([CH3:34])[C:22]([CH3:24])([CH3:23])[O:21][B:20]([B:20]2[O:21][C:22]([CH3:24])([CH3:23])[C:18]([CH3:34])([CH3:17])[O:19]2)[O:19]1. Product: [F:10][CH:9]([F:11])[O:8][C:5]1[CH:6]=[CH:7][C:2]([B:20]2[O:21][C:22]([CH3:24])([CH3:23])[C:18]([CH3:34])([CH3:17])[O:19]2)=[CH:3][CH:4]=1. The catalyst class is: 73. (3) Reactant: Br[C:2]1[CH:3]=[CH:4][C:5]2[NH:10][CH:9]([C:11]3[CH:16]=[CH:15][CH:14]=[CH:13][C:12]=3[Cl:17])[CH2:8][O:7][C:6]=2[CH:18]=1.[CH3:19][N:20]1[C:24](B(O)O)=[CH:23][C:22]([C:28]([F:31])([F:30])[F:29])=[N:21]1.C(=O)([O-])[O-].[K+].[K+].O1CCOCC1. Product: [Cl:17][C:12]1[CH:13]=[CH:14][CH:15]=[CH:16][C:11]=1[CH:9]1[CH2:8][O:7][C:6]2[CH:18]=[C:2]([C:24]3[N:20]([CH3:19])[N:21]=[C:22]([C:28]([F:31])([F:30])[F:29])[CH:23]=3)[CH:3]=[CH:4][C:5]=2[NH:10]1. The catalyst class is: 103. (4) Reactant: [F:1][C:2]1[CH:3]=[C:4]([CH:8]([NH2:18])[C:9]([CH3:17])([C:11]2[CH:16]=[CH:15][CH:14]=[CH:13][N:12]=2)[CH3:10])[CH:5]=[CH:6][CH:7]=1.C(O)(=O)/C=C/C(O)=O. Product: [F:1][C:2]1[CH:3]=[C:4]([C@@H:8]([NH2:18])[C:9]([CH3:10])([C:11]2[CH:16]=[CH:15][CH:14]=[CH:13][N:12]=2)[CH3:17])[CH:5]=[CH:6][CH:7]=1. The catalyst class is: 513. (5) Reactant: [C:1]([O:5][C:6]([NH:8][C@H:9]([C:22](=[O:33])[NH:23][CH:24]1[CH2:32][C:31]2[C:26](=[CH:27][CH:28]=[CH:29][CH:30]=2)[CH2:25]1)[CH2:10][CH2:11][C:12]([O:14]CC1C=CC=CC=1)=[O:13])=[O:7])([CH3:4])([CH3:3])[CH3:2]. Product: [C:1]([O:5][C:6]([NH:8][C@H:9]([C:22](=[O:33])[NH:23][CH:24]1[CH2:32][C:31]2[C:26](=[CH:27][CH:28]=[CH:29][CH:30]=2)[CH2:25]1)[CH2:10][CH2:11][C:12]([OH:14])=[O:13])=[O:7])([CH3:4])([CH3:2])[CH3:3]. The catalyst class is: 5. (6) Reactant: [CH:1]1([NH:4][C:5](=[O:46])[NH:6][C:7]2[CH:44]=[CH:43][C:10]([O:11][C:12]3[CH:17]=[CH:16][N:15]=[C:14]4[CH:18]=[C:19]([C:21]5[N:26]=[CH:25][C:24]([CH2:27][N:28]6[CH2:33][CH2:32][N:31]([CH2:34][CH2:35][CH2:36][CH2:37][C:38]([O:40]CC)=[O:39])[CH2:30][CH2:29]6)=[CH:23][CH:22]=5)[S:20][C:13]=34)=[C:9]([F:45])[CH:8]=2)[CH2:3][CH2:2]1.[OH-].[Na+]. Product: [CH:1]1([NH:4][C:5](=[O:46])[NH:6][C:7]2[CH:44]=[CH:43][C:10]([O:11][C:12]3[CH:17]=[CH:16][N:15]=[C:14]4[CH:18]=[C:19]([C:21]5[N:26]=[CH:25][C:24]([CH2:27][N:28]6[CH2:29][CH2:30][N:31]([CH2:34][CH2:35][CH2:36][CH2:37][C:38]([OH:40])=[O:39])[CH2:32][CH2:33]6)=[CH:23][CH:22]=5)[S:20][C:13]=34)=[C:9]([F:45])[CH:8]=2)[CH2:3][CH2:2]1. The catalyst class is: 92.